From a dataset of Full USPTO retrosynthesis dataset with 1.9M reactions from patents (1976-2016). Predict the reactants needed to synthesize the given product. Given the product [CH2:13]([C:11]1[C:10](=[O:15])[NH:9][C:8]([CH3:17])=[C:7]([C:6]2[CH:6]=[C:7]([CH:12]=[CH:25][CH:26]=2)[C:8]#[N:9])[CH:12]=1)[CH3:14], predict the reactants needed to synthesize it. The reactants are: CN(C)C(=N[C:6](=O)[C:7]1[CH:12]=[C:11]([CH2:13][CH3:14])[C:10]([O:15]C)=[N:9][C:8]=1[CH3:17])C.Cl.NO.[OH-].[Na+].[C:25](O)(=O)[CH3:26].